This data is from Full USPTO retrosynthesis dataset with 1.9M reactions from patents (1976-2016). The task is: Predict the reactants needed to synthesize the given product. (1) The reactants are: [CH3:1][N:2]([CH3:45])[CH2:3][CH2:4][N:5]1[CH2:10][CH2:9][N:8]([C:11]([C:13]2[CH:18]=[CH:17][CH:16]=[C:15]([C:19]3[CH:20]=[C:21]4[C:27]([C:28]5[CH:33]=[C:32]([F:34])[CH:31]=[CH:30][C:29]=5[O:35][CH3:36])=[N:26][N:25](COCC[Si](C)(C)C)[C:22]4=[N:23][CH:24]=3)[CH:14]=2)=[O:12])[CH2:7][CH2:6]1.[OH-].[Na+]. Given the product [CH3:1][N:2]([CH3:45])[CH2:3][CH2:4][N:5]1[CH2:10][CH2:9][N:8]([C:11]([C:13]2[CH:18]=[CH:17][CH:16]=[C:15]([C:19]3[CH:20]=[C:21]4[C:27]([C:28]5[CH:33]=[C:32]([F:34])[CH:31]=[CH:30][C:29]=5[O:35][CH3:36])=[N:26][NH:25][C:22]4=[N:23][CH:24]=3)[CH:14]=2)=[O:12])[CH2:7][CH2:6]1, predict the reactants needed to synthesize it. (2) The reactants are: CC(O)=[O:3].[C:5]([O:9][C:10]([N:12]1[CH2:16][CH2:15][C@H:14]([CH:17]2[CH2:19][O:18]2)[CH2:13]1)=[O:11])([CH3:8])([CH3:7])[CH3:6].O. Given the product [C:5]([O:9][C:10]([N:12]1[CH2:16][CH2:15][C@H:14]([C@H:17]([OH:3])[CH2:19][OH:18])[CH2:13]1)=[O:11])([CH3:6])([CH3:7])[CH3:8], predict the reactants needed to synthesize it. (3) Given the product [Cl:1][C:2]1[CH:3]=[CH:4][C:5]([O:8][CH:9]2[CH2:14][CH2:13][N:12]([S:31]([CH2:30][C:27]3[NH:26][C:25](=[O:24])[NH:29][N:28]=3)(=[O:33])=[O:32])[CH2:11][CH2:10]2)=[N:6][CH:7]=1, predict the reactants needed to synthesize it. The reactants are: [Cl:1][C:2]1[CH:3]=[CH:4][C:5]([O:8][CH:9]2[CH2:14][CH2:13][NH:12][CH2:11][CH2:10]2)=[N:6][CH:7]=1.CCN(C(C)C)C(C)C.[O:24]=[C:25]1[NH:29][N:28]=[C:27]([CH2:30][S:31](Cl)(=[O:33])=[O:32])[NH:26]1. (4) The reactants are: Cl[CH2:2][CH2:3][C:4]([C:6]1[CH:11]=[C:10]([Cl:12])[C:9]([OH:13])=[CH:8][C:7]=1[OH:14])=[O:5].[OH-].[Na+].Cl. Given the product [Cl:12][C:10]1[CH:11]=[C:6]2[C:7](=[CH:8][C:9]=1[OH:13])[O:14][CH2:2][CH2:3][C:4]2=[O:5], predict the reactants needed to synthesize it. (5) Given the product [NH2:12][C:8]1[CH:9]=[C:10]2[C:5](=[C:6]([Br:15])[CH:7]=1)[N:4]=[CH:3][C:2]([Br:1])=[CH:11]2, predict the reactants needed to synthesize it. The reactants are: [Br:1][C:2]1[CH:3]=[N:4][C:5]2[C:10]([CH:11]=1)=[CH:9][C:8]([N+:12]([O-])=O)=[CH:7][C:6]=2[Br:15].[OH-].[Na+].CC1C=CC(COC(NNC(C2C=NC=CN=2)=O)=O)=CC=1.C(OCC)(=O)C. (6) Given the product [Cl:1][C:2]1[N:7]=[C:6]2[C:5]([CH:10]=[C:9]([B:22]([OH:25])[OH:23])[N:8]2[CH3:11])=[CH:4][CH:3]=1, predict the reactants needed to synthesize it. The reactants are: [Cl:1][C:2]1[N:7]=[C:6]2[N:8]([CH3:11])[CH:9]=[CH:10][C:5]2=[CH:4][CH:3]=1.[Li]C(C)(C)C.CCCCC.[B:22](OC)([O:25]C)[O:23]C. (7) Given the product [CH2:1]([N:8]1[CH2:13][CH2:12][C:11]([CH2:15][C:16]2[CH:21]=[CH:20][CH:19]=[C:18]([NH:34][C:31]3[CH:32]=[CH:33][N:29]([CH2:28][O:27][CH2:26][CH2:25][Si:24]([CH3:36])([CH3:35])[CH3:23])[N:30]=3)[N:17]=2)([OH:14])[CH2:10][CH2:9]1)[C:2]1[CH:7]=[CH:6][CH:5]=[CH:4][CH:3]=1, predict the reactants needed to synthesize it. The reactants are: [CH2:1]([N:8]1[CH2:13][CH2:12][C:11]([CH2:15][C:16]2[CH:21]=[CH:20][CH:19]=[C:18](Br)[N:17]=2)([OH:14])[CH2:10][CH2:9]1)[C:2]1[CH:7]=[CH:6][CH:5]=[CH:4][CH:3]=1.[CH3:23][Si:24]([CH3:36])([CH3:35])[CH2:25][CH2:26][O:27][CH2:28][N:29]1[CH:33]=[CH:32][C:31]([NH2:34])=[N:30]1.CC1(C)C2C=CC=C(P(C3C=CC=CC=3)C3C=CC=CC=3)C=2OC2C1=CC=CC=2P(C1C=CC=CC=1)C1C=CC=CC=1.P([O-])([O-])([O-])=O.[K+].[K+].[K+]. (8) Given the product [CH:21]1([CH:10]([CH2:7][CH:8]=[CH2:9])[C:11]([O:13][CH2:14][CH3:15])=[O:12])[CH2:25][CH2:24][CH2:23][CH2:22]1, predict the reactants needed to synthesize it. The reactants are: [Cl-].[Li+].CS(C)=O.[CH2:7]([C:10]([CH:21]1[CH2:25][CH2:24][CH2:23][CH2:22]1)(C(OCC)=O)[C:11]([O:13][CH2:14][CH3:15])=[O:12])[CH:8]=[CH2:9]. (9) Given the product [C:37]([NH:1][CH2:2][C@@H:3]1[CH2:7][C@H:6]([NH:8][C:9]([C:11]2[C:19]3[C:14](=[CH:15][CH:16]=[CH:17][CH:18]=3)[N:13]([CH:20]([CH3:21])[CH3:22])[N:12]=2)=[O:10])[CH2:5][N:4]1[C:23]([O:25][C:26]([CH3:27])([CH3:29])[CH3:28])=[O:24])(=[O:39])[CH3:38], predict the reactants needed to synthesize it. The reactants are: [NH2:1][CH2:2][C@@H:3]1[CH2:7][C@H:6]([NH:8][C:9]([C:11]2[C:19]3[C:14](=[CH:15][CH:16]=[CH:17][CH:18]=3)[N:13]([CH:20]([CH3:22])[CH3:21])[N:12]=2)=[O:10])[CH2:5][N:4]1[C:23]([O:25][C:26]([CH3:29])([CH3:28])[CH3:27])=[O:24].C(N(CC)CC)C.[C:37](Cl)(=[O:39])[CH3:38].O. (10) Given the product [N:4]1[CH:5]=[CH:6][CH:7]=[C:2]([C:1]2[S:8][C:14]([C:13]([OH:22])=[O:12])=[C:15]([C:16]([F:19])([F:18])[F:17])[N:9]=2)[CH:3]=1, predict the reactants needed to synthesize it. The reactants are: [C:1]([NH2:9])(=[S:8])[C:2]1[CH:7]=[CH:6][CH:5]=[N:4][CH:3]=1.C([O:12][C:13](=[O:22])[CH:14](Cl)[C:15](=O)[C:16]([F:19])([F:18])[F:17])C.CCN(CC)CC.